From a dataset of Full USPTO retrosynthesis dataset with 1.9M reactions from patents (1976-2016). Predict the reactants needed to synthesize the given product. (1) Given the product [OH:1][CH2:2][C:3]1[N:4]=[C:5]([CH3:20])[NH:6][C:7]=1[C:8]1[CH:17]=[C:12]([CH:11]=[CH:10][C:9]=1[CH3:19])[C:13]([O:15][CH3:16])=[O:14], predict the reactants needed to synthesize it. The reactants are: [OH:1][CH2:2][C:3]1[N:4]=[C:5]([CH3:20])[NH:6][C:7]=1[C:8]1[C:9]([CH3:19])=[CH:10][C:11](C)=[C:12]([CH:17]=1)[C:13]([O:15][CH3:16])=[O:14].CC1C=CC(C(OC)=O)=CC=1B1OC(C)(C)C(C)(C)O1.CC1C=C(C)C(B2OC(C)(C)C(C)(C)O2)=CC=1C(OC)=O. (2) Given the product [F:2][C:3]1[CH:12]=[CH:11][C:6]([C:7]2[N:10]=[C:16]([CH2:15][C:13]#[N:14])[NH:18][N:19]=2)=[CH:5][CH:4]=1, predict the reactants needed to synthesize it. The reactants are: Cl.[F:2][C:3]1[CH:12]=[CH:11][C:6]([C:7](=[NH:10])OC)=[CH:5][CH:4]=1.[C:13]([CH2:15][C:16]([NH:18][NH2:19])=O)#[N:14]. (3) Given the product [N:9]1[CH:10]=[CH:11][C:6]([C:2]2[NH:14][N:13]=[C:4]([NH:5][C:15](=[O:12])[CH3:16])[CH:3]=2)=[CH:7][CH:8]=1, predict the reactants needed to synthesize it. The reactants are: O=[C:2]([C:6]1[CH:11]=[CH:10][N:9]=[CH:8][CH:7]=1)[CH2:3][C:4]#[N:5].[OH2:12].[NH2:13][NH2:14].[C:15](O)(=O)[CH3:16]. (4) Given the product [CH2:3]([N:5]([CH3:26])[C:6]([CH:8]1[CH2:11][C:10]([C:13]2[CH:18]=[CH:17][C:16]([CH2:19][N:20]3[CH2:24][CH2:23][CH2:22][CH2:21]3)=[C:15]([F:25])[CH:14]=2)([O:12][CH3:27])[CH2:9]1)=[O:7])[CH3:4], predict the reactants needed to synthesize it. The reactants are: [H-].[Na+].[CH2:3]([N:5]([CH3:26])[C:6]([CH:8]1[CH2:11][C:10]([C:13]2[CH:18]=[CH:17][C:16]([CH2:19][N:20]3[CH2:24][CH2:23][CH2:22][CH2:21]3)=[C:15]([F:25])[CH:14]=2)([OH:12])[CH2:9]1)=[O:7])[CH3:4].[CH3:27]I. (5) Given the product [CH3:15][O:16][C:17]1[CH:18]=[C:19]([CH:46]=[CH:47][C:48]=1[O:49][CH3:50])[CH2:20][CH:21]1[CH2:25][C:24]2[CH:26]=[CH:27][CH:28]=[C:29]([C:30]3[CH:31]=[C:32]([CH:43]=[CH:44][CH:45]=3)[C:33]([NH:35][CH2:36][CH2:37][N:38]3[CH2:42][CH2:41][CH2:40][CH2:39]3)=[O:34])[C:23]=2[O:22]1, predict the reactants needed to synthesize it. The reactants are: C([SiH](CC)CC)C.FC(F)(F)C(O)=O.[CH3:15][O:16][C:17]1[CH:18]=[C:19]([CH:46]=[CH:47][C:48]=1[O:49][CH3:50])[CH2:20][C:21]1[O:22][C:23]2[C:29]([C:30]3[CH:31]=[C:32]([CH:43]=[CH:44][CH:45]=3)[C:33]([NH:35][CH2:36][CH2:37][N:38]3[CH2:42][CH2:41][CH2:40][CH2:39]3)=[O:34])=[CH:28][CH:27]=[CH:26][C:24]=2[CH:25]=1. (6) Given the product [CH:41]([O:40][P:39]([CH2:45][NH:1][C:2]1[CH:18]=[CH:17][CH:16]=[C:15]([S:19][C:20]2[CH:21]=[CH:22][C:23]([N+:26]([O-:28])=[O:27])=[CH:24][CH:25]=2)[C:3]=1[C:4](=[O:5])[NH:6][C:7]1[CH:12]=[CH:11][CH:10]=[CH:9][C:8]=1[O:13][CH3:14])(=[O:44])[O:38][CH:35]([CH3:37])[CH3:36])([CH3:43])[CH3:42], predict the reactants needed to synthesize it. The reactants are: [NH2:1][C:2]1[CH:18]=[CH:17][CH:16]=[C:15]([S:19][C:20]2[CH:25]=[CH:24][C:23]([N+:26]([O-:28])=[O:27])=[CH:22][CH:21]=2)[C:3]=1[C:4]([NH:6][C:7]1[CH:12]=[CH:11][CH:10]=[CH:9][C:8]=1[O:13][CH3:14])=[O:5].C(=O)([O-])[O-].[K+].[K+].[CH:35]([O:38][P:39]([CH2:45]Br)(=[O:44])[O:40][CH:41]([CH3:43])[CH3:42])([CH3:37])[CH3:36].